This data is from Forward reaction prediction with 1.9M reactions from USPTO patents (1976-2016). The task is: Predict the product of the given reaction. (1) Given the reactants CO[C:3](=[O:27])[CH:4]([NH:11][C:12](=[O:26])[CH:13]([NH:18][C:19]([O:21][C:22]([CH3:25])([CH3:24])[CH3:23])=[O:20])[C:14]([CH3:17])([CH3:16])[CH3:15])[CH:5]1[CH2:10][CH2:9][CH2:8][CH2:7][CH2:6]1.[CH3:28][NH2:29], predict the reaction product. The product is: [C:22]([O:21][C:19](=[O:20])[NH:18][CH:13]([C:12](=[O:26])[NH:11][CH:4]([CH:5]1[CH2:10][CH2:9][CH2:8][CH2:7][CH2:6]1)[C:3](=[O:27])[NH:29][CH3:28])[C:14]([CH3:17])([CH3:15])[CH3:16])([CH3:24])([CH3:25])[CH3:23]. (2) Given the reactants [CH2:1]([O:3]/[C:4](=[CH:10]\[C:11]1[CH:16]=[CH:15][C:14]([C:17]2[CH:22]=[CH:21][CH:20]=[C:19]([NH:23][CH3:24])[CH:18]=2)=[CH:13][CH:12]=1)/[C:5]([O:7][CH2:8][CH3:9])=[O:6])[CH3:2].[F:25][C:26]([F:37])([F:36])[C:27]1[CH:32]=[CH:31][C:30]([N:33]=[C:34]=[O:35])=[CH:29][CH:28]=1, predict the reaction product. The product is: [CH2:1]([O:3]/[C:4](=[CH:10]\[C:11]1[CH:16]=[CH:15][C:14]([C:17]2[CH:22]=[CH:21][CH:20]=[C:19]([N:23]([CH3:24])[C:34]([NH:33][C:30]3[CH:29]=[CH:28][C:27]([C:26]([F:36])([F:37])[F:25])=[CH:32][CH:31]=3)=[O:35])[CH:18]=2)=[CH:13][CH:12]=1)/[C:5]([O:7][CH2:8][CH3:9])=[O:6])[CH3:2].